Task: Predict the reaction yield, written as a fraction of the theoretical maximum amount of product (1.0 means a 100% yield; for example, 0.34 means a 34% yield).. Dataset: Reaction yield outcomes from USPTO patents with 853,638 reactions (1) The reactants are [Br:1][C:2]1[CH:3]=[C:4]([CH:7]=[CH:8][C:9]=1[CH2:10]Br)[C:5]#[N:6].[CH3:12][C:13]([O-:15])=[O:14].[K+]. The catalyst is CC#N. The product is [C:13]([O:15][CH2:10][C:9]1[CH:8]=[CH:7][C:4]([C:5]#[N:6])=[CH:3][C:2]=1[Br:1])(=[O:14])[CH3:12]. The yield is 0.320. (2) The reactants are [Cl:1][C:2]1[CH:7]=[CH:6][C:5]([C:8]2[O:9][C:10]3[C:11](=[C:13]([C:17]([OH:19])=O)[CH:14]=[CH:15][CH:16]=3)[N:12]=2)=[CH:4][CH:3]=1.Cl.Cl.[NH2:22][CH:23]1[CH2:30][CH:29]2[N:31]([CH3:32])[CH:25]([CH2:26][CH2:27][CH2:28]2)[CH2:24]1. No catalyst specified. The product is [CH3:32][N:31]1[CH:25]2[CH2:26][CH2:27][CH2:28][CH:29]1[CH2:30][CH:23]([NH:22][C:17]([C:13]1[CH:14]=[CH:15][CH:16]=[C:10]3[O:9][C:8]([C:5]4[CH:4]=[CH:3][C:2]([Cl:1])=[CH:7][CH:6]=4)=[N:12][C:11]=13)=[O:19])[CH2:24]2. The yield is 0.160. (3) The reactants are [Cl:1][C:2]1[CH:3]=[C:4]([NH:16][C:17]2[C:26]3[C:21](=[CH:22][C:23]([O:34][CH3:35])=[C:24]([O:27][CH:28]4[CH2:33][CH2:32][NH:31][CH2:30][CH2:29]4)[CH:25]=3)[N:20]=[CH:19][N:18]=2)[CH:5]=[CH:6][C:7]=1[O:8][CH2:9][C:10]1[CH:15]=[N:14][CH:13]=[CH:12][N:11]=1.[C:36](OC(=O)C)(=[O:38])[CH3:37]. No catalyst specified. The product is [C:36]([N:31]1[CH2:32][CH2:33][CH:28]([O:27][C:24]2[CH:25]=[C:26]3[C:21](=[CH:22][C:23]=2[O:34][CH3:35])[N:20]=[CH:19][N:18]=[C:17]3[NH:16][C:4]2[CH:5]=[CH:6][C:7]([O:8][CH2:9][C:10]3[CH:15]=[N:14][CH:13]=[CH:12][N:11]=3)=[C:2]([Cl:1])[CH:3]=2)[CH2:29][CH2:30]1)(=[O:38])[CH3:37]. The yield is 0.780. (4) The reactants are C(OC([N:8]1[CH2:13][CH2:12][CH:11]([CH2:14][CH2:15][CH2:16][N:17]2[CH2:27][C:26]3[N:28]4[C:19](=[CH:20][N:21]=[C:22]4[CH:23]=[CH:24][CH:25]=3)[C:18]2=[O:29])[CH2:10][CH2:9]1)=O)(C)(C)C.[ClH:30]. The catalyst is C(O)C. The product is [ClH:30].[ClH:30].[NH:8]1[CH2:13][CH2:12][CH:11]([CH2:14][CH2:15][CH2:16][N:17]2[CH2:27][C:26]3[N:28]4[C:19](=[CH:20][N:21]=[C:22]4[CH:23]=[CH:24][CH:25]=3)[C:18]2=[O:29])[CH2:10][CH2:9]1. The yield is 0.912. (5) The reactants are [OH:1][CH:2]([C:6]1[CH:11]=[CH:10][C:9]([C:12]2[N:16]=[C:15]([C:17]3[O:21][N:20]=[C:19]([C:22]4[CH:27]=[CH:26][CH:25]=[CH:24][CH:23]=4)[C:18]=3[C:28]([F:31])([F:30])[F:29])[O:14][N:13]=2)=[CH:8][CH:7]=1)[C:3](O)=[O:4].CN1CCOCC1.[NH:39]1[C:43]([CH2:44][NH2:45])=[N:42][CH:41]=[N:40]1.F[P-](F)(F)(F)(F)F.N1(O[P+](N(C)C)(N(C)C)N(C)C)C2C=CC=CC=2N=N1. The catalyst is CN(C=O)C. The product is [NH:39]1[C:43]([CH2:44][NH:45][C:3](=[O:4])[CH:2]([OH:1])[C:6]2[CH:11]=[CH:10][C:9]([C:12]3[N:16]=[C:15]([C:17]4[O:21][N:20]=[C:19]([C:22]5[CH:23]=[CH:24][CH:25]=[CH:26][CH:27]=5)[C:18]=4[C:28]([F:29])([F:30])[F:31])[O:14][N:13]=3)=[CH:8][CH:7]=2)=[N:42][CH:41]=[N:40]1. The yield is 0.588. (6) The product is [C:11]([O:15][C:16]([N:18]1[CH2:21][CH:20]([O:22][C:4]2[CH:3]=[C:2]([Br:1])[CH:9]=[CH:8][C:5]=2[C:6]#[N:7])[CH2:19]1)=[O:17])([CH3:14])([CH3:12])[CH3:13]. The catalyst is CN(C=O)C.CCOC(C)=O. The yield is 0.790. The reactants are [Br:1][C:2]1[CH:9]=[CH:8][C:5]([C:6]#[N:7])=[C:4](F)[CH:3]=1.[C:11]([O:15][C:16]([N:18]1[CH2:21][CH:20]([OH:22])[CH2:19]1)=[O:17])([CH3:14])([CH3:13])[CH3:12].[H-].[Na+].O. (7) The reactants are Br[CH2:2][C:3]1[C:12]([Cl:13])=[N:11][CH:10]=[CH:9][C:4]=1[C:5]([O:7]C)=O.Cl.[F:15][CH:16]([F:29])[CH2:17][O:18][C:19]1[CH:24]=[CH:23][C:22]([CH2:25][NH2:26])=[CH:21][C:20]=1[O:27][CH3:28]. No catalyst specified. The product is [Cl:13][C:12]1[C:3]2[CH2:2][N:26]([CH2:25][C:22]3[CH:23]=[CH:24][C:19]([O:18][CH2:17][CH:16]([F:29])[F:15])=[C:20]([O:27][CH3:28])[CH:21]=3)[C:5](=[O:7])[C:4]=2[CH:9]=[CH:10][N:11]=1. The yield is 0.350. (8) The reactants are [Cl:1][C:2]1[N:7]=[C:6]2[N:8]([C@@H:11]3[O:23][C@H:22]([CH2:24][O:25]C(=O)C)[C@@H:17]([O:18]C(=O)C)[C@H:12]3[O:13]C(=O)C)[CH:9]=[N:10][C:5]2=[C:4]([S:29][CH2:30][C:31]2[CH:36]=[CH:35][C:34]([N+:37]([O-:39])=[O:38])=[CH:33][CH:32]=2)[CH:3]=1.N. The catalyst is CO. The product is [Cl:1][C:2]1[N:7]=[C:6]2[N:8]([C@@H:11]3[O:23][C@H:22]([CH2:24][OH:25])[C@@H:17]([OH:18])[C@H:12]3[OH:13])[CH:9]=[N:10][C:5]2=[C:4]([S:29][CH2:30][C:31]2[CH:32]=[CH:33][C:34]([N+:37]([O-:39])=[O:38])=[CH:35][CH:36]=2)[CH:3]=1. The yield is 0.880. (9) The reactants are Cl.[NH2:2][OH:3].[Cl:4][C:5]1[CH:6]=[C:7]([C@@H:15]([CH2:26][CH:27]2[CH2:32][CH2:31][C:30](=O)[CH2:29][CH2:28]2)[C:16]([NH:18][C:19]2[CH:24]=[CH:23][C:22]([CH3:25])=[CH:21][N:20]=2)=[O:17])[CH:8]=[CH:9][C:10]=1[S:11]([CH3:14])(=[O:13])=[O:12]. The catalyst is CO.N1C(C)=CC=CC=1C. The product is [Cl:4][C:5]1[CH:6]=[C:7]([C@@H:15]([CH2:26][CH:27]2[CH2:32][CH2:31][C:30](=[N:2][OH:3])[CH2:29][CH2:28]2)[C:16]([NH:18][C:19]2[CH:24]=[CH:23][C:22]([CH3:25])=[CH:21][N:20]=2)=[O:17])[CH:8]=[CH:9][C:10]=1[S:11]([CH3:14])(=[O:13])=[O:12]. The yield is 0.630. (10) The reactants are [OH:1][C:2]1[CH:7]=[CH:6][C:5]([CH2:8][C:9](=[O:11])[CH3:10])=[CH:4][CH:3]=1.Br[CH2:13][C:14]([O:16][CH2:17][CH3:18])=[O:15].C(=O)([O-])[O-].[K+].[K+]. The catalyst is C(#N)C. The product is [O:11]=[C:9]([CH3:10])[CH2:8][C:5]1[CH:4]=[CH:3][C:2]([O:1][CH2:13][C:14]([O:16][CH2:17][CH3:18])=[O:15])=[CH:7][CH:6]=1. The yield is 1.00.